Dataset: Full USPTO retrosynthesis dataset with 1.9M reactions from patents (1976-2016). Task: Predict the reactants needed to synthesize the given product. (1) The reactants are: [F:1]/[C:2](/[C:15]1[CH:19]=[C:18]([CH3:20])[NH:17][N:16]=1)=[CH:3]\[C:4]1[CH:9]=[CH:8][C:7]([O:10][C:11]([F:14])([F:13])[F:12])=[CH:6][CH:5]=1.C([Si](C(C)C)(C(C)C)[O:25][CH2:26][C:27]1([C:30]2[CH:31]=[C:32]([CH:39]=[CH:40][CH:41]=2)[CH2:33]CS([O-])(=O)=O)[CH2:29][CH2:28]1)(C)C.CC(C)([O-])C.[K+].[F-].C([N+](CCCC)(CCCC)CCCC)CCC. Given the product [F:1]/[C:2](/[C:15]1[CH:19]=[C:18]([CH3:20])[N:17]([CH2:33][C:32]2[CH:31]=[C:30]([C:27]3([CH2:26][OH:25])[CH2:29][CH2:28]3)[CH:41]=[CH:40][CH:39]=2)[N:16]=1)=[CH:3]\[C:4]1[CH:5]=[CH:6][C:7]([O:10][C:11]([F:14])([F:13])[F:12])=[CH:8][CH:9]=1, predict the reactants needed to synthesize it. (2) Given the product [F:14][C:13]([F:16])([F:15])[C:11]1[CH:10]=[C:9]([C:17]2[CH:22]=[CH:21][C:20]([C:23]([F:26])([F:25])[F:24])=[CH:19][CH:18]=2)[N:8]=[C:7]([N:5]2[CH:6]=[C:2]([C:31]3[CH:32]=[CH:33][C:28]([NH2:27])=[N:29][CH:30]=3)[CH:3]=[N:4]2)[N:12]=1, predict the reactants needed to synthesize it. The reactants are: Br[C:2]1[CH:3]=[N:4][N:5]([C:7]2[N:12]=[C:11]([C:13]([F:16])([F:15])[F:14])[CH:10]=[C:9]([C:17]3[CH:22]=[CH:21][C:20]([C:23]([F:26])([F:25])[F:24])=[CH:19][CH:18]=3)[N:8]=2)[CH:6]=1.[NH2:27][C:28]1[CH:33]=[CH:32][C:31](B2OC(C)(C)C(C)(C)O2)=[CH:30][N:29]=1. (3) Given the product [F:34][C:31]([F:32])([F:33])[C:30]([NH:29][C:27]1[CH:26]=[CH:25][C:24]([S:36](=[O:37])(=[O:38])[NH:1][C:2]2[CH:3]=[CH:4][C:5]3[CH2:9][O:8][B:7]([OH:10])[C:6]=3[CH:11]=2)=[C:23]([CH2:22][CH2:21][C:20](=[O:19])[CH3:40])[CH:28]=1)=[O:35], predict the reactants needed to synthesize it. The reactants are: [NH2:1][C:2]1[CH:3]=[CH:4][C:5]2[CH2:9][O:8][B:7]([OH:10])[C:6]=2[CH:11]=1.CN1CCOCC1.[O:19]=[C:20]([CH3:40])[CH2:21][CH2:22][C:23]1[CH:28]=[C:27]([NH:29][C:30](=[O:35])[C:31]([F:34])([F:33])[F:32])[CH:26]=[CH:25][C:24]=1[S:36](Cl)(=[O:38])=[O:37]. (4) Given the product [ClH:1].[Cl:1][C:2]1[CH:3]=[CH:4][N:5]=[C:6]2[C:11]=1[N:10]=[C:9]([OH:12])[CH:8]=[CH:7]2, predict the reactants needed to synthesize it. The reactants are: [Cl:1][C:2]1[CH:3]=[CH:4][N:5]=[C:6]2[C:11]=1[N:10]=[C:9]([O:12]C)[CH:8]=[CH:7]2. (5) Given the product [CH2:7]([CH:6]1[CH:3]([CH2:1][CH3:2])[NH:4][C:5]1=[O:9])[CH3:8], predict the reactants needed to synthesize it. The reactants are: [CH2:1]([CH:3]1[CH:6]([CH2:7][CH3:8])[C:5](=[O:9])[N:4]1S(Cl)(=O)=O)[CH3:2].C1(S)C=CC=CC=1.N1C=CC=CC=1.O. (6) Given the product [CH3:21][C:4]1[N:3]2[N:22]=[N:23][N:24]=[C:2]2[C:7]([N+:8]([O-:10])=[O:9])=[C:6]([NH:11][CH2:12][CH2:13][CH2:14][C:15]([O:17][CH2:18][CH3:19])=[O:16])[C:5]=1[CH3:20], predict the reactants needed to synthesize it. The reactants are: Cl[C:2]1[C:7]([N+:8]([O-:10])=[O:9])=[C:6]([NH:11][CH2:12][CH2:13][CH2:14][C:15]([O:17][CH2:18][CH3:19])=[O:16])[C:5]([CH3:20])=[C:4]([CH3:21])[N:3]=1.[N-:22]=[N+:23]=[N-:24].[Na+].O.O.O.O.O.O.O.[Cl-].[Ce+3].[Cl-].[Cl-].C(#N)C. (7) Given the product [Cl:11][C:12]1[CH:17]=[CH:16][C:15]([NH:18][C:19]([NH:10][C:9]2[CH:8]=[CH:7][S:6][C:5]=2[C:3]([O:2][CH3:1])=[O:4])=[S:20])=[CH:14][CH:13]=1, predict the reactants needed to synthesize it. The reactants are: [CH3:1][O:2][C:3]([C:5]1[S:6][CH:7]=[CH:8][C:9]=1[NH2:10])=[O:4].[Cl:11][C:12]1[CH:17]=[CH:16][C:15]([N:18]=[C:19]=[S:20])=[CH:14][CH:13]=1. (8) Given the product [NH2:1][C:2]1[N:7]=[CH:6][C:5]([CH2:8][CH:9]([C:15]2[N:16]=[CH:17][N:18]([CH2:23][CH2:24][CH:25]3[CH2:30][CH2:29][N:28]([C:31](=[O:45])[CH:32]([C:39]4[CH:40]=[CH:41][CH:42]=[CH:43][CH:44]=4)[C:33]4[CH:34]=[CH:35][CH:36]=[CH:37][CH:38]=4)[CH2:27][CH2:26]3)[CH:19]=2)[C:10]([O:12][CH2:13][CH3:14])=[O:11])=[CH:4][CH:3]=1, predict the reactants needed to synthesize it. The reactants are: [NH2:1][C:2]1[N:7]=[CH:6][C:5]([CH2:8][CH:9]([C:15]2[N:16]=[CH:17][NH:18][CH:19]=2)[C:10]([O:12][CH2:13][CH3:14])=[O:11])=[CH:4][CH:3]=1.[H-].[Na+].Br[CH2:23][CH2:24][CH:25]1[CH2:30][CH2:29][N:28]([C:31](=[O:45])[CH:32]([C:39]2[CH:44]=[CH:43][CH:42]=[CH:41][CH:40]=2)[C:33]2[CH:38]=[CH:37][CH:36]=[CH:35][CH:34]=2)[CH2:27][CH2:26]1. (9) Given the product [CH:1]1([CH2:5][N:6]2[C:15]3[CH2:14][CH2:13][N:12]([S:35]([CH3:34])(=[O:37])=[O:36])[CH2:11][C:10]=3[CH:9]=[C:8]([CH2:16][C:17]3[CH:22]=[CH:21][CH:20]=[CH:19][C:18]=3[F:23])[C:7]2=[O:24])[CH2:4][CH2:3][CH2:2]1, predict the reactants needed to synthesize it. The reactants are: [CH:1]1([CH2:5][N:6]2[C:15]3[CH2:14][CH2:13][NH:12][CH2:11][C:10]=3[CH:9]=[C:8]([CH2:16][C:17]3[CH:22]=[CH:21][CH:20]=[CH:19][C:18]=3[F:23])[C:7]2=[O:24])[CH2:4][CH2:3][CH2:2]1.CCN(C(C)C)C(C)C.[CH3:34][S:35](Cl)(=[O:37])=[O:36]. (10) Given the product [N:11]1[CH:10]=[CH:9][N:5]2[CH:6]=[CH:7][CH:8]=[C:3]([CH2:2][O:12][C:13]3[CH:20]=[CH:19][C:18]([O:21][CH3:22])=[CH:17][C:14]=3[CH:15]=[O:16])[C:4]=12, predict the reactants needed to synthesize it. The reactants are: Cl[CH2:2][C:3]1[C:4]2[N:5]([CH:9]=[CH:10][N:11]=2)[CH:6]=[CH:7][CH:8]=1.[OH:12][C:13]1[CH:20]=[CH:19][C:18]([O:21][CH3:22])=[CH:17][C:14]=1[CH:15]=[O:16].C(=O)([O-])[O-].[K+].[K+].